This data is from Forward reaction prediction with 1.9M reactions from USPTO patents (1976-2016). The task is: Predict the product of the given reaction. (1) Given the reactants CC=CCO.[H-].[Na+].[CH:8]1([NH:11][C:12]([C:14]2[CH:15]=[CH:16][C:17]([CH3:33])=[C:18]([NH:20][C:21](=[O:32])[C:22]3[CH:27]=[C:26](F)[CH:25]=[CH:24][C:23]=3[N+:29]([O-:31])=[O:30])[CH:19]=2)=[O:13])[CH2:10][CH2:9]1.C(O)(=O)[CH2:35][C:36]([CH2:41]C(O)=O)([C:38](O)=[O:39])O, predict the reaction product. The product is: [CH:8]1([NH:11][C:12]([C:14]2[CH:15]=[CH:16][C:17]([CH3:33])=[C:18]([NH:20][C:21](=[O:32])[C:22]3[CH:27]=[C:26]([O:39][CH2:38][C:36]([CH3:41])=[CH2:35])[CH:25]=[CH:24][C:23]=3[N+:29]([O-:31])=[O:30])[CH:19]=2)=[O:13])[CH2:10][CH2:9]1. (2) Given the reactants Cl[C:2]1[CH:7]=[C:6]([O:8][C:9]2[CH:14]=[CH:13][C:12]([N+:15]([O-:17])=[O:16])=[CH:11][CH:10]=2)[N:5]=[CH:4][N:3]=1.[CH3:18][O:19][C:20]1[CH:25]=[CH:24][C:23]([NH2:26])=[CH:22][CH:21]=1.C(N(C(C)C)CC)(C)C, predict the reaction product. The product is: [CH3:18][O:19][C:20]1[CH:25]=[CH:24][C:23]([NH:26][C:2]2[CH:7]=[C:6]([O:8][C:9]3[CH:14]=[CH:13][C:12]([N+:15]([O-:17])=[O:16])=[CH:11][CH:10]=3)[N:5]=[CH:4][N:3]=2)=[CH:22][CH:21]=1. (3) Given the reactants Cl[C:2]1[CH:7]=[CH:6][CH:5]=[CH:4][N+:3]=1[O-:8].[NH2:9][CH2:10][CH2:11][CH2:12][CH2:13][OH:14], predict the reaction product. The product is: [O-:8][N+:3]1[CH:4]=[CH:5][CH:6]=[CH:7][C:2]=1[NH:9][CH2:10][CH2:11][CH2:12][CH2:13][OH:14]. (4) Given the reactants [F:1][C:2]([F:20])([F:19])[C:3]1[CH:4]=[C:5]([C:9]2[CH:10]=[C:11]3[C:16](=[N:17][CH:18]=2)[NH:15][CH2:14][CH2:13][CH2:12]3)[CH:6]=[N:7][CH:8]=1.C(N(CC)CC)C.[C:28](Cl)(=[O:30])[CH3:29], predict the reaction product. The product is: [F:20][C:2]([F:1])([F:19])[C:3]1[CH:4]=[C:5]([C:9]2[CH:10]=[C:11]3[C:16](=[N:17][CH:18]=2)[N:15]([C:28](=[O:30])[CH3:29])[CH2:14][CH2:13][CH2:12]3)[CH:6]=[N:7][CH:8]=1. (5) Given the reactants [NH2:1][C:2]1[C:10]([N+:11]([O-:13])=[O:12])=[CH:9][CH:8]=[CH:7][C:3]=1[C:4]([NH2:6])=[O:5].[Cl:14]N1C(=O)CCC1=O, predict the reaction product. The product is: [NH2:1][C:2]1[C:10]([N+:11]([O-:13])=[O:12])=[CH:9][C:8]([Cl:14])=[CH:7][C:3]=1[C:4]([NH2:6])=[O:5]. (6) Given the reactants [F:1][C:2]1[CH:3]=[C:4]([CH:19]=[CH:20][C:21]=1[F:22])[O:5][CH2:6]/[C:7](/[F:18])=[CH:8]\[CH2:9][NH:10]C(=O)OC(C)(C)C.FC(F)(F)C(O)=O.C(Cl)[Cl:31], predict the reaction product. The product is: [ClH:31].[F:1][C:2]1[CH:3]=[C:4]([CH:19]=[CH:20][C:21]=1[F:22])[O:5][CH2:6]/[C:7](/[F:18])=[CH:8]\[CH2:9][NH2:10]. (7) Given the reactants [NH2:1][C:2]1[CH:3]=[C:4]2[C:8](=[CH:9][CH:10]=1)[N:7]([CH3:11])[C:6]([C:12]([NH:14][C@H:15]([C:23]([O:25]CC)=[O:24])[CH2:16][C:17]1[CH:22]=[CH:21][CH:20]=[CH:19][CH:18]=1)=[O:13])=[C:5]2[C:28]1[CH:33]=[CH:32][CH:31]=[CH:30][CH:29]=1.[C:34]([C:38]1[CH:43]=[CH:42][C:41]([S:44](Cl)(=[O:46])=[O:45])=[CH:40][CH:39]=1)([CH3:37])([CH3:36])[CH3:35], predict the reaction product. The product is: [C:34]([C:38]1[CH:43]=[CH:42][C:41]([S:44]([NH:1][C:2]2[CH:3]=[C:4]3[C:8](=[CH:9][CH:10]=2)[N:7]([CH3:11])[C:6]([C:12]([NH:14][C@H:15]([C:23]([OH:25])=[O:24])[CH2:16][C:17]2[CH:22]=[CH:21][CH:20]=[CH:19][CH:18]=2)=[O:13])=[C:5]3[C:28]2[CH:29]=[CH:30][CH:31]=[CH:32][CH:33]=2)(=[O:46])=[O:45])=[CH:40][CH:39]=1)([CH3:37])([CH3:35])[CH3:36].